From a dataset of Full USPTO retrosynthesis dataset with 1.9M reactions from patents (1976-2016). Predict the reactants needed to synthesize the given product. (1) Given the product [Br:11][C:5]1[CH:4]=[C:3]([CH2:2][NH:1][C:23](=[O:24])[O:22][C:19]([CH3:21])([CH3:20])[CH3:18])[CH:10]=[CH:9][C:6]=1[C:7]#[N:8], predict the reactants needed to synthesize it. The reactants are: [NH2:1][CH2:2][C:3]1[CH:10]=[CH:9][C:6]([C:7]#[N:8])=[C:5]([Br:11])[CH:4]=1.C([O-])([O-])=O.[Na+].[Na+].[CH3:18][C:19]([O:22][C:23](O[C:23]([O:22][C:19]([CH3:21])([CH3:20])[CH3:18])=[O:24])=[O:24])([CH3:21])[CH3:20]. (2) Given the product [Cl:1][C:2]1[N:7]=[C:6]2[N:8]([CH2:13][O:14][CH2:15][CH2:16][Si:17]([CH3:20])([CH3:19])[CH3:18])[CH:9]=[C:10]([C:11]#[N:12])[C:5]2=[C:4]([C:25]2[CH:24]=[C:23]([CH3:22])[CH:28]=[CH:27][N:26]=2)[CH:3]=1, predict the reactants needed to synthesize it. The reactants are: [Cl:1][C:2]1[N:7]=[C:6]2[N:8]([CH2:13][O:14][CH2:15][CH2:16][Si:17]([CH3:20])([CH3:19])[CH3:18])[CH:9]=[C:10]([C:11]#[N:12])[C:5]2=[C:4](I)[CH:3]=1.[CH3:22][C:23]1[CH:28]=[CH:27][N:26]=[C:25]([Sn](CCCC)(CCCC)CCCC)[CH:24]=1.[Cl-].[Li+]. (3) Given the product [Br:21][C:10]1[C:11]([C:14]([O:16][CH2:17][CH3:18])=[O:15])=[N:12][O:13][C:9]=1[C:6]1[CH:5]=[CH:4][C:3]([C:2]([F:1])([F:19])[F:20])=[CH:8][CH:7]=1, predict the reactants needed to synthesize it. The reactants are: [F:1][C:2]([F:20])([F:19])[C:3]1[CH:8]=[CH:7][C:6]([C:9]2[O:13][N:12]=[C:11]([C:14]([O:16][CH2:17][CH3:18])=[O:15])[CH:10]=2)=[CH:5][CH:4]=1.[Br:21]N1C(=O)CCC1=O.C(O)(C(F)(F)F)=O. (4) Given the product [CH2:1]([N:6]1[C:14]2[C:9](=[CH:10][CH:11]=[CH:12][CH:13]=2)[C:8]2([C:18]3[CH:19]=[N+:20]([O-:29])[CH:21]=[CH:22][C:17]=3[O:16][CH2:15]2)[C:7]1=[O:23])[CH2:2][CH2:3][CH2:4][CH3:5], predict the reactants needed to synthesize it. The reactants are: [CH2:1]([N:6]1[C:14]2[C:9](=[CH:10][CH:11]=[CH:12][CH:13]=2)[C:8]2([C:18]3[CH:19]=[N:20][CH:21]=[CH:22][C:17]=3[O:16][CH2:15]2)[C:7]1=[O:23])[CH2:2][CH2:3][CH2:4][CH3:5].ClC1C=C(C=CC=1)C(OO)=[O:29].C(=O)(O)[O-].[Na+]. (5) Given the product [CH2:28]([NH:27][C:25]([NH:24][C:21]1[CH:20]=[CH:19][C:18]([C:7]2[N:6]=[C:5]([CH2:4][OH:3])[CH:10]=[C:9]([N:11]3[CH2:16][CH2:15][O:14][CH2:13][C@@H:12]3[CH3:17])[N:8]=2)=[CH:23][CH:22]=1)=[O:26])[CH3:29], predict the reactants needed to synthesize it. The reactants are: C[Si](C)(C(C)(C)C)[O:3][CH2:4][C:5]1[CH:10]=[C:9]([N:11]2[CH2:16][CH2:15][O:14][CH2:13][C@@H:12]2[CH3:17])[N:8]=[C:7]([C:18]2[CH:23]=[CH:22][C:21]([NH:24][C:25]([NH:27][CH2:28][CH3:29])=[O:26])=[CH:20][CH:19]=2)[N:6]=1.CCCC[N+](CCCC)(CCCC)CCCC.[F-]. (6) Given the product [CH3:7][C:3]1([C:4]([OH:6])=[O:5])[CH2:8][O:9][CH:12]([C:13]2[CH:18]=[CH:17][CH:16]=[CH:15][CH:14]=2)[O:1][CH2:2]1, predict the reactants needed to synthesize it. The reactants are: [OH:1][CH2:2][C:3]([CH2:8][OH:9])([CH3:7])[C:4]([OH:6])=[O:5].CO[CH:12](OC)[C:13]1[CH:18]=[CH:17][CH:16]=[CH:15][CH:14]=1.O.C1(C)C=CC(S(O)(=O)=O)=CC=1. (7) Given the product [CH3:36][S:37]([O:20][CH2:19][C:17]1([CH2:21][CH2:22][O:23][S:37]([CH3:36])(=[O:39])=[O:38])[O:16][N:15]=[C:14]([C:13]2[C:8]([NH:7][CH:1]3[CH2:6][CH2:5][CH2:4][CH2:3][CH2:2]3)=[C:9]3[CH:26]=[N:25][N:24]([CH2:27][CH3:28])[C:10]3=[N:11][CH:12]=2)[CH2:18]1)(=[O:39])=[O:38], predict the reactants needed to synthesize it. The reactants are: [CH:1]1([NH:7][C:8]2[C:13]([C:14]3[CH2:18][C:17]([CH2:21][CH2:22][OH:23])([CH2:19][OH:20])[O:16][N:15]=3)=[CH:12][N:11]=[C:10]3[N:24]([CH2:27][CH3:28])[N:25]=[CH:26][C:9]=23)[CH2:6][CH2:5][CH2:4][CH2:3][CH2:2]1.C(N(CC)CC)C.[CH3:36][S:37](Cl)(=[O:39])=[O:38]. (8) Given the product [CH2:19]([N:18]1[C:12]2[CH:11]=[C:10]3[C:9]4[C:4]([C:3]([CH2:1][CH3:2])([CH2:54][CH3:55])[C:15]3=[CH:14][C:13]=2[C:16]2[C:17]1=[CH:31][CH:32]=[CH:33][CH:34]=2)=[CH:5][C:6]1[C:35]2[CH:53]=[CH:52][CH:51]=[CH:50][C:36]=2[N:37]([CH2:38][CH2:39][CH2:40][CH2:41][CH2:42][CH2:43][CH2:44][CH2:45][CH2:46][CH2:47][CH2:48][CH3:49])[C:7]=1[CH:8]=4)[CH2:20][CH2:21][CH2:22][CH2:23][CH2:24][CH2:25][CH2:26][CH2:27][CH2:28][CH2:29][CH3:30], predict the reactants needed to synthesize it. The reactants are: [CH2:1]([C:3]1([CH2:54][CH3:55])[C:15]2[CH:14]=[C:13]([C:16]3[CH:34]=[CH:33][CH:32]=[CH:31][C:17]=3[NH:18][CH2:19][CH2:20][CH2:21][CH2:22][CH2:23][CH2:24][CH2:25][CH2:26][CH2:27][CH2:28][CH2:29][CH3:30])[CH:12]=[CH:11][C:10]=2[C:9]2[C:4]1=[CH:5][C:6]([C:35]1[CH:53]=[CH:52][CH:51]=[CH:50][C:36]=1[NH:37][CH2:38][CH2:39][CH2:40][CH2:41][CH2:42][CH2:43][CH2:44][CH2:45][CH2:46][CH2:47][CH2:48][CH3:49])=[CH:7][CH:8]=2)[CH3:2].C([O-])(=O)C.C([O-])(=O)C.C1([IH+])C=CC=CC=1.C1([IH+])C=CC=CC=1. (9) Given the product [Cl:1][C:2]1[CH:3]=[C:4]([C:30]2[CH2:31][CH2:32][C:33](=[O:36])[NH:34][N:35]=2)[CH:5]=[CH:6][C:7]=1[O:8][CH2:9][C:10]([N:12]1[CH2:13][CH2:14][CH:15]([NH:18][CH2:19][CH:20]([OH:29])[CH2:21][O:22][C:23]2[CH:24]=[CH:25][C:26]([CH3:37])=[CH:27][CH:28]=2)[CH2:16][CH2:17]1)=[O:11], predict the reactants needed to synthesize it. The reactants are: [Cl:1][C:2]1[CH:3]=[C:4]([C:30]2[CH2:31][CH2:32][C:33](=[O:36])[NH:34][N:35]=2)[CH:5]=[CH:6][C:7]=1[O:8][CH2:9][C:10]([N:12]1[CH2:17][CH2:16][CH:15]([NH:18][CH2:19][C@H:20]([OH:29])[CH2:21][O:22][C:23]2[CH:28]=[CH:27][CH:26]=[CH:25][CH:24]=2)[CH2:14][CH2:13]1)=[O:11].[CH3:37]C1C=CC(O)=CC=1. (10) Given the product [C:1]1([CH:7]([C:33]2[CH:38]=[CH:37][CH:36]=[CH:35][C:34]=2[CH3:39])[C:9]2[NH:10][CH:11]=[N:12][CH:13]=2)[CH:2]=[CH:3][CH:4]=[CH:5][CH:6]=1, predict the reactants needed to synthesize it. The reactants are: [C:1]1([C:7]([C:33]2[CH:38]=[CH:37][CH:36]=[CH:35][C:34]=2[CH3:39])([C:9]2[N:10](C(C3C=CC=CC=3)(C3C=CC=CC=3)C3C=CC=CC=3)[CH:11]=[N:12][CH:13]=2)O)[CH:6]=[CH:5][CH:4]=[CH:3][CH:2]=1.C(O)(C(F)(F)F)=O.C([SiH](CC)CC)C.